This data is from Reaction yield outcomes from USPTO patents with 853,638 reactions. The task is: Predict the reaction yield, written as a fraction of the theoretical maximum amount of product (1.0 means a 100% yield; for example, 0.34 means a 34% yield). The catalyst is C(#N)C. The product is [F:1][C:2]1[CH:7]=[CH:6][CH:5]=[CH:4][C:3]=1[O:8][CH2:12][CH2:11][CH2:10][Br:9]. The reactants are [F:1][C:2]1[CH:7]=[CH:6][CH:5]=[CH:4][C:3]=1[OH:8].[Br:9][CH2:10][CH2:11][CH2:12]Br.C([O-])([O-])=O.[Cs+].[Cs+]. The yield is 0.262.